Dataset: Forward reaction prediction with 1.9M reactions from USPTO patents (1976-2016). Task: Predict the product of the given reaction. (1) The product is: [NH2:22][C:17]1[CH:18]=[CH:19][CH:20]=[CH:21][C:16]=1[CH2:15][NH:14][CH:11]1[CH2:12][CH2:13][N:8]([CH2:1][C:2]2[CH:3]=[CH:4][CH:5]=[CH:6][CH:7]=2)[CH2:9][CH2:10]1. Given the reactants [CH2:1]([N:8]1[CH2:13][CH2:12][CH:11]([NH:14][CH2:15][C:16]2[CH:21]=[CH:20][CH:19]=[CH:18][C:17]=2[N+:22]([O-])=O)[CH2:10][CH2:9]1)[C:2]1[CH:7]=[CH:6][CH:5]=[CH:4][CH:3]=1, predict the reaction product. (2) Given the reactants [C:1]12([CH2:11][C:12]([NH:14][C:15]3[CH:24]=[CH:23][CH:22]=[C:21]4[C:16]=3[CH:17]=[CH:18][C:19]([NH:25][CH2:26][CH2:27][NH2:28])=[N:20]4)=[O:13])[CH2:10][CH:5]3[CH2:6][CH:7]([CH2:9][CH:3]([CH2:4]3)[CH2:2]1)[CH2:8]2.[CH2:29]([OH:32])[CH:30]=O.C([BH3-])#N.[Na+].CN1CC[CH2:40][C:39]1=[O:43], predict the reaction product. The product is: [C:1]12([CH2:11][C:12]([NH:14][C:15]3[CH:24]=[CH:23][CH:22]=[C:21]4[C:16]=3[CH:17]=[CH:18][C:19]([NH:25][CH2:26][CH2:27][N:28]([CH2:30][CH2:29][OH:32])[CH2:40][CH2:39][OH:43])=[N:20]4)=[O:13])[CH2:10][CH:5]3[CH2:4][CH:3]([CH2:9][CH:7]([CH2:6]3)[CH2:8]1)[CH2:2]2. (3) The product is: [OH:3][C:4]1[CH:30]=[CH:29][C:28]([N:31]2[CH2:36][CH2:35][CH2:34][CH2:33][CH2:32]2)=[CH:27][C:5]=1[C:6]([NH:8][C:9]1[CH:21]=[C:20]([C:22]2[S:23][CH:24]=[CH:25][CH:26]=2)[CH:19]=[CH:18][C:10]=1[C:11]([OH:13])=[O:12])=[O:7]. Given the reactants [OH-].[Na+].[OH:3][C:4]1[CH:30]=[CH:29][C:28]([N:31]2[CH2:36][CH2:35][CH2:34][CH2:33][CH2:32]2)=[CH:27][C:5]=1[C:6]([NH:8][C:9]1[CH:21]=[C:20]([C:22]2[S:23][CH:24]=[CH:25][CH:26]=2)[CH:19]=[CH:18][C:10]=1[C:11]([O:13]C(C)(C)C)=[O:12])=[O:7].C(O)(=O)CC(CC(O)=O)(C(O)=O)O.O, predict the reaction product.